Dataset: Reaction yield outcomes from USPTO patents with 853,638 reactions. Task: Predict the reaction yield, written as a fraction of the theoretical maximum amount of product (1.0 means a 100% yield; for example, 0.34 means a 34% yield). The reactants are [Br:1][C:2]1[C:3]([OH:17])=[CH:4][C:5]2[C:6]([CH3:16])([CH3:15])[CH2:7][CH:8]=[C:9]([CH:12]([CH3:14])[CH3:13])[C:10]=2[CH:11]=1.I[CH2:19][CH2:20][CH2:21][CH2:22][CH2:23][CH3:24]. The yield is 0.390. No catalyst specified. The product is [Br:1][C:2]1[CH:11]=[C:10]2[C:5](=[CH:4][C:3]=1[O:17][CH2:19][CH2:20][CH2:21][CH2:22][CH2:23][CH3:24])[C:6]([CH3:15])([CH3:16])[CH2:7][CH:8]=[C:9]2[CH:12]([CH3:13])[CH3:14].